This data is from Reaction yield outcomes from USPTO patents with 853,638 reactions. The task is: Predict the reaction yield, written as a fraction of the theoretical maximum amount of product (1.0 means a 100% yield; for example, 0.34 means a 34% yield). (1) The reactants are [CH:1]1([C:7]([OH:18])([C:12]2[CH:17]=[CH:16][CH:15]=[CH:14][CH:13]=2)[C:8]([O:10]C)=[O:9])[CH2:6][CH2:5][CH2:4][CH2:3][CH2:2]1.[OH-].[Na+]. The catalyst is CO. The product is [CH:12]1([C:7]([OH:18])([C:1]2[CH:2]=[CH:3][CH:4]=[CH:5][CH:6]=2)[C:8]([OH:10])=[O:9])[CH2:17][CH2:16][CH2:15][CH2:14][CH2:13]1. The yield is 0.770. (2) The reactants are I[C:2]1[CH:3]=[C:4]([CH:7]=[CH:8][CH:9]=1)[CH:5]=[O:6].Br[C:11]([F:18])([F:17])[C:12]([O:14][CH2:15][CH3:16])=[O:13].C(=O)(O)[O-].[Na+]. The catalyst is CS(C)=O.[Cu]. The product is [F:17][C:11]([F:18])([C:2]1[CH:9]=[CH:8][CH:7]=[C:4]([CH:5]=[O:6])[CH:3]=1)[C:12]([O:14][CH2:15][CH3:16])=[O:13]. The yield is 0.580. (3) The reactants are [F:1][C:2]1[CH:7]=[C:6]([CH3:8])[CH:5]=[CH:4][C:3]=1[NH:9][C:10]1[CH:18]=[C:17]2[C:13]([C:14]([N:28](C)[C:29](=O)OC(C)(C)C)=[CH:15][N:16]2[S:19]([C:22]2[CH:23]=[N:24][CH:25]=[CH:26][CH:27]=2)(=[O:21])=[O:20])=[CH:12][CH:11]=1.[ClH:37].CO. The yield is 0.590. No catalyst specified. The product is [ClH:37].[F:1][C:2]1[CH:7]=[C:6]([CH3:8])[CH:5]=[CH:4][C:3]=1[NH:9][C:10]1[CH:18]=[C:17]2[C:13]([C:14]([NH:28][CH3:29])=[CH:15][N:16]2[S:19]([C:22]2[CH:23]=[N:24][CH:25]=[CH:26][CH:27]=2)(=[O:21])=[O:20])=[CH:12][CH:11]=1. (4) The reactants are [CH3:1][N:2]([CH3:23])[C:3]1[CH:4]=[C:5]([NH:9][CH2:10][C:11]([N:13]([CH2:21][CH3:22])[CH2:14][C:15]2[CH:20]=[CH:19][CH:18]=[CH:17][N:16]=2)=[O:12])[CH:6]=[CH:7][CH:8]=1.CCN(C(C)C)C(C)C.[C:33]([C:36]1[CH:41]=[CH:40][C:39]([S:42](Cl)(=[O:44])=[O:43])=[CH:38][CH:37]=1)(=[O:35])[CH3:34]. The catalyst is C1COCC1. The product is [C:33]([C:36]1[CH:37]=[CH:38][C:39]([S:42]([N:9]([C:5]2[CH:6]=[CH:7][CH:8]=[C:3]([N:2]([CH3:23])[CH3:1])[CH:4]=2)[CH2:10][C:11]([N:13]([CH2:21][CH3:22])[CH2:14][C:15]2[CH:20]=[CH:19][CH:18]=[CH:17][N:16]=2)=[O:12])(=[O:44])=[O:43])=[CH:40][CH:41]=1)(=[O:35])[CH3:34]. The yield is 0.360.